This data is from TCR-epitope binding with 47,182 pairs between 192 epitopes and 23,139 TCRs. The task is: Binary Classification. Given a T-cell receptor sequence (or CDR3 region) and an epitope sequence, predict whether binding occurs between them. (1) The epitope is TLIGDCATV. The TCR CDR3 sequence is CASSPGQLPYF. Result: 1 (the TCR binds to the epitope). (2) Result: 1 (the TCR binds to the epitope). The TCR CDR3 sequence is CASSNSPTEAFF. The epitope is AVFDRKSDAK. (3) The TCR CDR3 sequence is CASSLGLAGGDTQYF. Result: 1 (the TCR binds to the epitope). The epitope is MPASWVMRI. (4) The epitope is SLVKPSFYV. The TCR CDR3 sequence is CAISAWGPDSYEQYF. Result: 0 (the TCR does not bind to the epitope). (5) The epitope is NLNESLIDL. The TCR CDR3 sequence is CASSQDEAGVDEQYF. Result: 1 (the TCR binds to the epitope).